Dataset: Reaction yield outcomes from USPTO patents with 853,638 reactions. Task: Predict the reaction yield, written as a fraction of the theoretical maximum amount of product (1.0 means a 100% yield; for example, 0.34 means a 34% yield). The reactants are [O:1]1[CH2:6][CH2:5][CH2:4][CH2:3][CH:2]1[O:7][C@H:8]1[CH2:13][CH2:12][C@H:11]([CH2:14][OH:15])[CH2:10][CH2:9]1.[Br:16][C:17]1[CH:22]=[CH:21][C:20](O)=[CH:19][C:18]=1[F:24].BrC1C=CC(OC[C@@H]2CC[C@H](OC3CCCCO3)CC2)=CC=1. No catalyst specified. The product is [Br:16][C:17]1[CH:22]=[CH:21][C:20]([O:15][CH2:14][C@H:11]2[CH2:12][CH2:13][C@H:8]([O:7][CH:2]3[CH2:3][CH2:4][CH2:5][CH2:6][O:1]3)[CH2:9][CH2:10]2)=[CH:19][C:18]=1[F:24]. The yield is 0.816.